This data is from Full USPTO retrosynthesis dataset with 1.9M reactions from patents (1976-2016). The task is: Predict the reactants needed to synthesize the given product. (1) Given the product [F:10][C:11]1[CH:12]=[CH:13][C:14]([C:17]2[C:22]([C:23]([O:25][CH3:26])=[O:24])=[C:21]([CH:27]([CH3:29])[CH3:28])[N:20]=[C:19]([N:2]([CH3:1])[S:3]([CH3:6])(=[O:5])=[O:4])[N:18]=2)=[CH:15][CH:16]=1, predict the reactants needed to synthesize it. The reactants are: [CH3:1][NH:2][S:3]([CH3:6])(=[O:5])=[O:4].C(#N)C.[F:10][C:11]1[CH:16]=[CH:15][C:14]([C:17]2[C:22]([C:23]([O:25][CH3:26])=[O:24])=[C:21]([CH:27]([CH3:29])[CH3:28])[N:20]=[C:19](OS(C3C=CC(C)=CC=3)(=O)=O)[N:18]=2)=[CH:13][CH:12]=1. (2) Given the product [CH:15]([C:6]1[C:5]2[CH:18]=[CH:19][C:2]([C:56]([OH:51])=[O:50])=[CH:3][C:4]=2[C:13]2[C:12](=[O:14])[NH:11][CH:10]=[CH:9][C:8]=2[N:7]=1)([CH3:17])[CH3:16], predict the reactants needed to synthesize it. The reactants are: Br[C:2]1[CH:19]=[CH:18][C:5]2[C:6]([CH:15]([CH3:17])[CH3:16])=[N:7][C:8]3[CH:9]=[CH:10][NH:11][C:12](=[O:14])[C:13]=3[C:4]=2[CH:3]=1.C([PH+](C(C)(C)C)C(C)(C)C)(C)(C)C.[H+].[B-](F)(F)(F)F.C1CCN2C(=NCCC2)CC1.[OH2:50].[O:51]1[CH2:56]COCC1. (3) Given the product [C:12]1([C:18]([C:25]2[CH:30]=[CH:29][CH:28]=[CH:27][CH:26]=2)([C:19]2[CH:24]=[CH:23][CH:22]=[CH:21][CH:20]=2)[O:10][CH2:9][C@H:7]2[O:8][C@H:2]([CH2:1][O:11][C:18]([C:12]3[CH:17]=[CH:16][CH:15]=[CH:14][CH:13]=3)([C:25]3[CH:26]=[CH:27][CH:28]=[CH:29][CH:30]=3)[C:19]3[CH:20]=[CH:21][CH:22]=[CH:23][CH:24]=3)[C@@H:3]([OH:4])[C@@H:5]2[OH:6])[CH:17]=[CH:16][CH:15]=[CH:14][CH:13]=1, predict the reactants needed to synthesize it. The reactants are: [CH2:1]([OH:11])[C@H:2]1[O:8][C@H:7]([CH2:9][OH:10])[C@@H:5]([OH:6])[C@@H:3]1[OH:4].[C:12]1([C:18](Cl)([C:25]2[CH:30]=[CH:29][CH:28]=[CH:27][CH:26]=2)[C:19]2[CH:24]=[CH:23][CH:22]=[CH:21][CH:20]=2)[CH:17]=[CH:16][CH:15]=[CH:14][CH:13]=1. (4) Given the product [N:7]1[C:6]2[C:5](=[CH:4][CH:3]=[N:15][CH:11]=2)[CH:10]=[CH:9][CH:8]=1, predict the reactants needed to synthesize it. The reactants are: C[Si](C)(C)[C:3]#[C:4][C:5]1[C:6]([CH:11]=O)=[N:7][CH:8]=[CH:9][CH:10]=1.[NH3:15]. (5) Given the product [CH3:11][C:12]1[N:17]=[C:16]([NH:18][CH:1]=[O:3])[CH:15]=[CH:14][CH:13]=1, predict the reactants needed to synthesize it. The reactants are: [CH:1]([OH:3])=O.C(OC(=O)C)(=O)C.[CH3:11][C:12]1[N:17]=[C:16]([NH2:18])[CH:15]=[CH:14][CH:13]=1. (6) The reactants are: [OH:1][CH:2]([CH3:16])[CH2:3][O:4][C:5]1[CH:10]=[CH:9][C:8]([CH2:11][CH2:12][CH2:13][CH2:14][NH2:15])=[CH:7][CH:6]=1.Cl.C([NH:22][C:23]([NH:25][C:26]([C:28]1[C:33]([NH2:34])=[N:32][C:31]([NH2:35])=[C:30]([Cl:36])[N:29]=1)=[O:27])=N)CCC. Given the product [ClH:36].[OH:1][CH:2]([CH3:16])[CH2:3][O:4][C:5]1[CH:10]=[CH:9][C:8]([CH2:11][CH2:12][CH2:13][CH2:14][NH:15][C:23]([NH:25][C:26]([C:28]2[C:33]([NH2:34])=[N:32][C:31]([NH2:35])=[C:30]([Cl:36])[N:29]=2)=[O:27])=[NH:22])=[CH:7][CH:6]=1, predict the reactants needed to synthesize it. (7) Given the product [CH3:1][C:2]1[CH:31]=[CH:30][C:5]([C:6]([NH:8][C:9]2[C:22]3[C:21](=[O:23])[C:20]4[C:15](=[CH:16][CH:17]=[CH:18][CH:19]=4)[C:14](=[O:24])[C:13]=3[CH:12]=[CH:11][C:10]=2[NH:25][C:26](=[O:29])[CH2:27][N:41]2[CH2:46][CH2:45][O:44][CH2:43][CH2:42]2)=[O:7])=[CH:4][CH:3]=1, predict the reactants needed to synthesize it. The reactants are: [CH3:1][C:2]1[CH:31]=[CH:30][C:5]([C:6]([NH:8][C:9]2[C:22]3[C:21](=[O:23])[C:20]4[C:15](=[CH:16][CH:17]=[CH:18][CH:19]=4)[C:14](=[O:24])[C:13]=3[CH:12]=[CH:11][C:10]=2[NH:25][C:26](=[O:29])[CH2:27]Cl)=[O:7])=[CH:4][CH:3]=1.CCN(C(C)C)C(C)C.[NH:41]1[CH2:46][CH2:45][O:44][CH2:43][CH2:42]1.C(OCC)(=O)C. (8) Given the product [CH3:7][O:8][C:9](=[O:20])[CH2:10][O:11][C:12]1[CH:17]=[CH:16][C:15]([Cl:18])=[CH:14][C:13]=1[C:21]1[CH:26]=[CH:25][CH:24]=[CH:23][CH:22]=1, predict the reactants needed to synthesize it. The reactants are: C([O-])([O-])=O.[Na+].[Na+].[CH3:7][O:8][C:9](=[O:20])[CH2:10][O:11][C:12]1[CH:17]=[CH:16][C:15]([Cl:18])=[CH:14][C:13]=1Br.[C:21]1(B(O)O)[CH:26]=[CH:25][CH:24]=[CH:23][CH:22]=1.Cl.[Na+].[Cl-].